This data is from Full USPTO retrosynthesis dataset with 1.9M reactions from patents (1976-2016). The task is: Predict the reactants needed to synthesize the given product. Given the product [Cl:8][C:9]1[CH:14]=[C:13]([Cl:15])[CH:12]=[CH:11][C:10]=1[N:16]1[C:24]2[CH2:23][CH2:22][N:21]([N:25]3[CH2:26][CH2:27][CH2:28][CH2:29][CH2:30]3)[C:20](=[O:31])[C:19]=2[C:18]([CH3:32])=[C:17]1[C:33]1[CH:34]=[CH:35][C:36]([CH2:37][N:5]2[CH2:6][C:3]([F:7])([F:2])[CH2:4]2)=[CH:39][CH:40]=1, predict the reactants needed to synthesize it. The reactants are: Cl.[F:2][C:3]1([F:7])[CH2:6][NH:5][CH2:4]1.[Cl:8][C:9]1[CH:14]=[C:13]([Cl:15])[CH:12]=[CH:11][C:10]=1[N:16]1[C:24]2[CH2:23][CH2:22][N:21]([N:25]3[CH2:30][CH2:29][CH2:28][CH2:27][CH2:26]3)[C:20](=[O:31])[C:19]=2[C:18]([CH3:32])=[C:17]1[C:33]1[CH:40]=[CH:39][C:36]([CH:37]=O)=[CH:35][CH:34]=1.C(O[BH-](OC(=O)C)OC(=O)C)(=O)C.[Na+].O.